This data is from Forward reaction prediction with 1.9M reactions from USPTO patents (1976-2016). The task is: Predict the product of the given reaction. (1) Given the reactants [Cl:1][C:2]1[CH:7]=[CH:6][C:5]([S:8]([CH:11]([C:21]2[CH:26]=[C:25]([F:27])[CH:24]=[CH:23][C:22]=2[F:28])[C:12]2[N:17]=[CH:16][C:15]([C:18](O)=[O:19])=[CH:14][CH:13]=2)(=[O:10])=[O:9])=[CH:4][CH:3]=1.CN1CCOCC1.Cl.[CH3:37][O:38][NH2:39].Cl.C(N=C=NCCCN(C)C)C, predict the reaction product. The product is: [Cl:1][C:2]1[CH:3]=[CH:4][C:5]([S:8]([CH:11]([C:21]2[CH:26]=[C:25]([F:27])[CH:24]=[CH:23][C:22]=2[F:28])[C:12]2[CH:13]=[CH:14][C:15]([C:18]([NH:39][O:38][CH3:37])=[O:19])=[CH:16][N:17]=2)(=[O:10])=[O:9])=[CH:6][CH:7]=1. (2) Given the reactants [C:1]([C:4]1[C:5]([NH:31]C(=O)OC(C)(C)C)=[N:6][C:7]([NH:10][CH2:11][CH2:12][NH:13][C:14]2[N:19]3[CH:20]=[CH:21][N:22]=[C:18]3[CH:17]=[C:16]([C:23]3[CH:28]=[CH:27][C:26]([Cl:29])=[CH:25][C:24]=3[Cl:30])[N:15]=2)=[CH:8][CH:9]=1)(=[O:3])[CH3:2].Cl, predict the reaction product. The product is: [ClH:29].[NH2:31][C:5]1[C:4]([C:1](=[O:3])[CH3:2])=[CH:9][CH:8]=[C:7]([NH:10][CH2:11][CH2:12][NH:13][C:14]2[N:19]3[CH:20]=[CH:21][N:22]=[C:18]3[CH:17]=[C:16]([C:23]3[CH:28]=[CH:27][C:26]([Cl:29])=[CH:25][C:24]=3[Cl:30])[N:15]=2)[N:6]=1.